From a dataset of Reaction yield outcomes from USPTO patents with 853,638 reactions. Predict the reaction yield, written as a fraction of the theoretical maximum amount of product (1.0 means a 100% yield; for example, 0.34 means a 34% yield). (1) The product is [CH2:1]([CH:3]([C:6]1[C:7]2[N:8]([C:13]([C:17]3[S:21][C:20]([C:30]4[CH:29]=[CH:28][C:27]([O:26][C:25]([F:24])([F:36])[F:37])=[CH:32][CH:31]=4)=[N:19][C:18]=3[CH3:23])=[C:14]([CH3:16])[N:15]=2)[N:9]=[C:10]([CH3:12])[CH:11]=1)[CH2:4][CH3:5])[CH3:2]. The catalyst is C1C=CC([P]([Pd]([P](C2C=CC=CC=2)(C2C=CC=CC=2)C2C=CC=CC=2)([P](C2C=CC=CC=2)(C2C=CC=CC=2)C2C=CC=CC=2)[P](C2C=CC=CC=2)(C2C=CC=CC=2)C2C=CC=CC=2)(C2C=CC=CC=2)C2C=CC=CC=2)=CC=1.C(O)C. The yield is 0.700. The reactants are [CH2:1]([CH:3]([C:6]1[C:7]2[N:8]([C:13]([C:17]3[S:21][C:20](Br)=[N:19][C:18]=3[CH3:23])=[C:14]([CH3:16])[N:15]=2)[N:9]=[C:10]([CH3:12])[CH:11]=1)[CH2:4][CH3:5])[CH3:2].[F:24][C:25]([F:37])([F:36])[O:26][C:27]1[CH:32]=[CH:31][C:30](B(O)O)=[CH:29][CH:28]=1.C(=O)([O-])[O-].[Na+].[Na+]. (2) The reactants are [CH3:1][CH:2]([S:4](Cl)(=[O:6])=[O:5])[CH3:3].[NH2:8][CH2:9][C:10]([C:13]1[CH:18]=[CH:17][C:16]([I:19])=[CH:15][CH:14]=1)([OH:12])[CH3:11].O. The catalyst is C(Cl)Cl. The product is [OH:12][C:10]([C:13]1[CH:14]=[CH:15][C:16]([I:19])=[CH:17][CH:18]=1)([CH3:11])[CH2:9][NH:8][S:4]([CH:2]([CH3:3])[CH3:1])(=[O:6])=[O:5]. The yield is 0.190. (3) The reactants are [Br:1][C:2]1[CH:8]=[CH:7][C:5]([NH2:6])=[C:4]([C:9]([F:12])([F:11])[F:10])[CH:3]=1.[N:13]([O-])=O.[Na+].[O:17]=[C:18]1[CH2:23][CH2:22][CH2:21][CH2:20][CH:19]1C(O)=O. The catalyst is O.Cl. The product is [Br:1][C:2]1[CH:8]=[CH:7][C:5]([NH:6][N:13]=[C:19]2[CH2:20][CH2:21][CH2:22][CH2:23][C:18]2=[O:17])=[C:4]([C:9]([F:10])([F:11])[F:12])[CH:3]=1. The yield is 0.300. (4) The reactants are [F:1][C:2]1[CH:10]=[CH:9][CH:8]=[C:7]([F:11])[C:3]=1[C:4](Cl)=[O:5].[F:12][C:13]1([F:30])[O:17][C:16]2[CH:18]=[C:19]([CH3:29])[C:20]([C:22]3[CH:23]=[CH:24][C:25]([NH2:28])=[N:26][CH:27]=3)=[CH:21][C:15]=2[O:14]1.CCN(C(C)C)C(C)C. The catalyst is ClCCl.O1CCCC1.CO.[OH-].[Na+]. The product is [F:30][C:13]1([F:12])[O:17][C:16]2[CH:18]=[C:19]([CH3:29])[C:20]([C:22]3[CH:23]=[CH:24][C:25]([NH:28][C:4](=[O:5])[C:3]4[C:2]([F:1])=[CH:10][CH:9]=[CH:8][C:7]=4[F:11])=[N:26][CH:27]=3)=[CH:21][C:15]=2[O:14]1. The yield is 0.760. (5) The reactants are [CH3:1][N:2]1[CH2:7][CH2:6][N:5]([C:8]2[CH:13]=[CH:12][C:11]([NH:14][C:15]3[N:20]=[C:19]([NH:21][C:22]4[CH:23]=[C:24]([CH2:28][C:29]#[N:30])[CH:25]=[CH:26][CH:27]=4)[CH:18]=[CH:17][N:16]=3)=[CH:10][C:9]=2[C:31]([F:34])([F:33])[F:32])[CH2:4][CH2:3]1.[C:35]1([S:41]([OH:44])(=[O:43])=[O:42])[CH:40]=[CH:39][CH:38]=[CH:37][CH:36]=1. The catalyst is CC(O)C. The product is [C:35]1([S:41]([OH:44])(=[O:43])=[O:42])[CH:40]=[CH:39][CH:38]=[CH:37][CH:36]=1.[CH3:1][N:2]1[CH2:7][CH2:6][N:5]([C:8]2[CH:13]=[CH:12][C:11]([NH:14][C:15]3[N:20]=[C:19]([NH:21][C:22]4[CH:23]=[C:24]([CH2:28][C:29]#[N:30])[CH:25]=[CH:26][CH:27]=4)[CH:18]=[CH:17][N:16]=3)=[CH:10][C:9]=2[C:31]([F:33])([F:34])[F:32])[CH2:4][CH2:3]1. The yield is 0.720. (6) The reactants are [OH:1][C:2]([CH3:33])([CH3:32])[C@H:3]([NH:5][C:6]([C:8]1[C:16]2[C:11](=[N:12][CH:13]=[C:14]([C:17]3[CH:18]=[N:19][N:20]([CH2:22][CH3:23])[CH:21]=3)[N:15]=2)[N:10](COCC[Si](C)(C)C)[CH:9]=1)=[O:7])[CH3:4].C(O)(C(F)(F)F)=O.C(N)CN. The catalyst is C(Cl)Cl. The product is [OH:1][C:2]([CH3:32])([CH3:33])[C@H:3]([NH:5][C:6]([C:8]1[C:16]2[C:11](=[N:12][CH:13]=[C:14]([C:17]3[CH:18]=[N:19][N:20]([CH2:22][CH3:23])[CH:21]=3)[N:15]=2)[NH:10][CH:9]=1)=[O:7])[CH3:4]. The yield is 0.740.